From a dataset of Full USPTO retrosynthesis dataset with 1.9M reactions from patents (1976-2016). Predict the reactants needed to synthesize the given product. (1) Given the product [Cl:37][CH2:15][C:12]1[CH:13]=[CH:14][C:9]([CH2:8][O:7][C:2]2[CH:3]=[CH:4][CH:5]=[CH:6][N:1]=2)=[CH:10][CH:11]=1, predict the reactants needed to synthesize it. The reactants are: [N:1]1[CH:6]=[CH:5][CH:4]=[CH:3][C:2]=1[O:7][CH2:8][C:9]1[CH:14]=[CH:13][C:12]([CH2:15]O)=[CH:11][CH:10]=1.C1(P(C2C=CC=CC=2)C2C=CC=CC=2)C=CC=CC=1.C(Cl)(Cl)(Cl)[Cl:37]. (2) Given the product [Si:1]([O:8][CH2:9][C:10]1[S:14][C:13]([CH2:15][C:16]([O:18][CH3:19])=[O:17])=[CH:12][CH:11]=1)([C:4]([CH3:7])([CH3:6])[CH3:5])([CH3:3])[CH3:2], predict the reactants needed to synthesize it. The reactants are: [Si:1]([O:8][CH2:9][C:10]1[S:14][C:13]([CH2:15][C:16]([OH:18])=[O:17])=[CH:12][CH:11]=1)([C:4]([CH3:7])([CH3:6])[CH3:5])([CH3:3])[CH3:2].[CH3:19]O. (3) Given the product [CH2:1]([O:3][C:4]1[CH:9]=[CH:8][C:7]([C:10]([N:12]2[CH2:13][CH2:14][C:15]3([C:29]4[CH:28]=[N:27][N:26]([CH3:30])[C:25]=4[C:24]4[CH:23]=[CH:22][CH:21]=[CH:20][C:19]=4[O:18]3)[CH2:16][CH2:17]2)=[O:11])=[C:6]([O:31][CH:39]([CH3:41])[CH3:40])[CH:5]=1)[CH3:2], predict the reactants needed to synthesize it. The reactants are: [CH2:1]([O:3][C:4]1[CH:9]=[CH:8][C:7]([C:10]([N:12]2[CH2:17][CH2:16][C:15]3([C:29]4[CH:28]=[N:27][N:26]([CH3:30])[C:25]=4[C:24]4[CH:23]=[CH:22][CH:21]=[CH:20][C:19]=4[O:18]3)[CH2:14][CH2:13]2)=[O:11])=[C:6]([OH:31])[CH:5]=1)[CH3:2].C([O-])([O-])=O.[K+].[K+].I[CH:39]([CH3:41])[CH3:40]. (4) Given the product [ClH:40].[NH:30]1[CH2:31][CH2:32][CH:27]([C:22]2[N:16]3[N:17]=[C:18]4[C:14]([C:13]([C:9]5[NH:8][CH:12]=[CH:11][CH:10]=5)=[CH:21][CH:20]=[CH:19]4)=[C:15]3[NH:25][C:24](=[O:26])[CH:23]=2)[CH2:28][CH2:29]1, predict the reactants needed to synthesize it. The reactants are: C(OC([N:8]1[CH:12]=[CH:11][CH:10]=[C:9]1[C:13]1[C:14]2[C:18]([CH:19]=[CH:20][CH:21]=1)=[N:17][N:16]1[C:22]([CH:27]3[CH2:32][CH2:31][N:30](C(OC(C)(C)C)=O)[CH2:29][CH2:28]3)=[CH:23][C:24](=[O:26])[NH:25][C:15]=21)=O)(C)(C)C.[ClH:40]. (5) Given the product [OH2:19].[ClH:21].[ClH:21].[O:19]1[C:15]2[CH:14]=[CH:13][C:12]([C:7]3[N:6]=[CH:5][C:4]4[C:9](=[CH:10][CH:11]=[C:2]([NH:1][C:2](=[NH:1])[CH3:11])[CH:3]=4)[N:8]=3)=[CH:20][C:16]=2[CH2:17][CH2:18]1.[O:19]1[C:15]2[CH:14]=[CH:13][C:12]([C:7]3[N:6]=[CH:5][C:4]4[C:9](=[CH:10][CH:11]=[C:2]([NH:1][C:5](=[NH:6])[CH3:4])[CH:3]=4)[N:8]=3)=[CH:20][C:16]=2[CH2:17][CH2:18]1.[ClH:21].[ClH:21], predict the reactants needed to synthesize it. The reactants are: [NH2:1][C:2]1[CH:3]=[C:4]2[C:9](=[CH:10][CH:11]=1)[N:8]=[C:7]([C:12]1[CH:13]=[CH:14][C:15]3[O:19][CH2:18][CH2:17][C:16]=3[CH:20]=1)[N:6]=[CH:5]2.[ClH:21]. (6) Given the product [F:1][CH2:2][CH2:3][O:4][C:30]1[CH:37]=[C:36]([CH3:38])[C:33]([CH:34]=[O:35])=[C:32]([CH3:39])[CH:31]=1, predict the reactants needed to synthesize it. The reactants are: [F:1][CH2:2][CH2:3][OH:4].C(N(CC)C(C)C)(C)C.O(S(C(F)(F)F)(=O)=O)S(C(F)(F)F)(=O)=O.O[C:30]1[CH:37]=[C:36]([CH3:38])[C:33]([CH:34]=[O:35])=[C:32]([CH3:39])[CH:31]=1. (7) Given the product [NH:13]1[C:14]2[CH:19]=[CH:18][CH:17]=[CH:16][C:15]=2[N:11]=[C:12]1[C@H:8]([NH:9][C:10]([NH:33][C:30]1([C:27]2[CH:28]=[CH:29][C:24]([Br:23])=[CH:25][CH:26]=2)[CH2:32][CH2:31]1)=[O:20])[CH2:7][C:6]1[CH:5]=[CH:4][C:3]([O:2][CH3:1])=[CH:22][CH:21]=1, predict the reactants needed to synthesize it. The reactants are: [CH3:1][O:2][C:3]1[CH:22]=[CH:21][C:6]([CH2:7][C@@H:8]2[C:12]3=[N:13][C:14]4[CH:19]=[CH:18][CH:17]=[CH:16][C:15]=4[N:11]3[C:10](=[O:20])[NH:9]2)=[CH:5][CH:4]=1.[Br:23][C:24]1[CH:29]=[CH:28][C:27]([C:30]2([NH2:33])[CH2:32][CH2:31]2)=[CH:26][CH:25]=1.C(O)(C(F)(F)F)=O. (8) Given the product [CH2:8]([NH:10][C:11]([C@@H:13]1[C@@H:17]([OH:18])[C@@H:16]([OH:19])[C@H:15]([N:20]2[CH:28]=[N:27][C:26]3[C:21]2=[N:22][C:23]([N:44]2[CH2:48][CH2:47][C@@H:46]([NH:49][C:57]([NH:58][CH2:59][C:60]4[CH:65]=[CH:64][CH:63]=[C:62]([OH:66])[CH:61]=4)=[O:56])[CH2:45]2)=[N:24][C:25]=3[NH:29][CH2:30][CH:31]([C:38]2[CH:39]=[CH:40][CH:41]=[CH:42][CH:43]=2)[C:32]2[CH:37]=[CH:36][CH:35]=[CH:34][CH:33]=2)[O:14]1)=[O:12])[CH3:9], predict the reactants needed to synthesize it. The reactants are: FC(F)(F)C(O)=O.[CH2:8]([NH:10][C:11]([C@@H:13]1[C@@H:17]([OH:18])[C@@H:16]([OH:19])[C@H:15]([N:20]2[CH:28]=[N:27][C:26]3[C:21]2=[N:22][C:23]([N:44]2[CH2:48][CH2:47][C@@H:46]([NH2:49])[CH2:45]2)=[N:24][C:25]=3[NH:29][CH2:30][CH:31]([C:38]2[CH:43]=[CH:42][CH:41]=[CH:40][CH:39]=2)[C:32]2[CH:37]=[CH:36][CH:35]=[CH:34][CH:33]=2)[O:14]1)=[O:12])[CH3:9].C1([O:56][C:57](=O)[NH:58][CH2:59][C:60]2[CH:65]=[CH:64][CH:63]=[C:62]([OH:66])[CH:61]=2)C=CC=CC=1. (9) Given the product [O:21]=[S:10]1(=[O:22])[CH:11]([C:15]2[CH:20]=[CH:19][CH:18]=[CH:17][CH:16]=2)[CH2:12][CH2:13][CH2:14][N:9]1[CH2:8][C:5]1[CH:6]=[CH:7][C:2]([N:33]2[CH2:34][CH2:35][N:30]([C:36](=[O:38])[CH3:37])[CH2:31][CH2:32]2)=[CH:3][C:4]=1[F:23], predict the reactants needed to synthesize it. The reactants are: Br[C:2]1[CH:7]=[CH:6][C:5]([CH2:8][N:9]2[CH2:14][CH2:13][CH2:12][CH:11]([C:15]3[CH:20]=[CH:19][CH:18]=[CH:17][CH:16]=3)[S:10]2(=[O:22])=[O:21])=[C:4]([F:23])[CH:3]=1.C(=O)([O-])[O-].[Cs+].[Cs+].[N:30]1([C:36](=[O:38])[CH3:37])[CH2:35][CH2:34][NH:33][CH2:32][CH2:31]1.